This data is from Experimentally validated miRNA-target interactions with 360,000+ pairs, plus equal number of negative samples. The task is: Binary Classification. Given a miRNA mature sequence and a target amino acid sequence, predict their likelihood of interaction. (1) The miRNA is hsa-miR-6774-5p with sequence ACUUGGGCAGGAGGGACCCUGUAUG. The protein sequence of the target gene is MRVLVRRCWGPPLAHGARRGRPSPQWRALARLGWEDCRDSRVREKPPWRVLFFGTDQFAREALRALHAARENKEEELIDKLEVVTMPSPSPKGLPVKQYAVQSQLPVYEWPDVGSGEYDVGVVASFGRLLNEALILKFPYGILNVHPSCLPRWRGPAPVIHTVLHGDTVTGVTIMQIRPKRFDVGPILKQETVPVPPKSTAKELEAVLSRLGANMLISVLKNLPESLSNGRQQPMEGATYAPKISAGTSCIKWEEQTSEQIFRLYRAIGNIIPLQTLWMANTIKLLDLVEVNSSVLADPK.... Result: 1 (interaction). (2) The miRNA is hsa-miR-1182 with sequence GAGGGUCUUGGGAGGGAUGUGAC. The protein sequence of the target gene is MLFRGTSLAYSLLVISFLTPRSSAGQNCLTKSLEDVVIDIQSSLSKGIRGNEPIHLATQEDCIGACCSTKDIAGDKACNLMIFDTRKTDRQPNCYLFFCPSEDACPLKPAKGLVTYRLIRDFPLTSANSSLQQLTQGEFLLLDHSSPGATPGFRTPAGYPKPTGLSWSDRSSLKSTAPLHLRKHIKADETSMQLPEEKSHSQSLQLPSELKMAHLLPKTVPTPPTTVAVAPLRNVSATLKPELLLTSISVTAKTLKQKEATTASPVTTVTSKLPGVPGSTSFTPVVTHQAALTNTFQAHT.... Result: 0 (no interaction). (3) The miRNA is hsa-miR-5194 with sequence UGAGGGGUUUGGAAUGGGAUGG. The protein sequence of the target gene is MFGRKRSVSFGGFGWIDKTMLASLKVKKQELANSSDATLPDRPLSPPLTAPPTMKSSEFFEMLEKMQGIKLEEQKPGPQKNKDDYIPYPSIDEVVEKGGPYPQVILPQFGGYWIEDPENVGTPTSLGSSICEEEEEDNLSPNTFGYKLECKGEARAYRRHFLGKDHLNFYCTGSSLGNLILSVKCEEAEGIEYLRVILRSKLKTVHERIPLAGLSKLPSVPQIAKAFCDDAVGLRFNPVLYPKASQMIVSYDEHEVNNTFKFGVIYQKARQTLEEELFGNNEESPAFKEFLDLLGDTITL.... Result: 1 (interaction). (4) The miRNA is hsa-miR-3665 with sequence AGCAGGUGCGGGGCGGCG. The protein sequence of the target gene is MHSRGREIVVLLNPWSINEAVSSYCTYFIKQDSKSFGIMVSWKGIYFILTLFWGSFFGSIFMLSPFLPLMFVNPSWYRWINNRLVATWLTLPVALLETMFGVKVIITGDAFVPGERSVIIMNHRTRMDWMFLWNCLMRYSYLRLEKICLKASLKGVPGFGWAMQAAAYIFIHRKWKDDKSHFEDMIDYFCDIHEPLQLLIFPEGTDLTENSKSRSNAFAEKNGLQKYEYVLHPRTTGFTFVVDRLREGKNLDAVHDITVAYPHNIPQSEKHLLQGDFPREIHFHVHRYPIDTLPTSKEDL.... Result: 1 (interaction). (5) The miRNA is hsa-miR-1206 with sequence UGUUCAUGUAGAUGUUUAAGC. Result: 0 (no interaction). The protein sequence of the target gene is MALRLLRRAARGAAAAALLRLKASLAADIPRLGYSSSSHHKYIPRRAVLYVPGNDEKKIKKIPSLNVDCAVLDCEDGVAANKKNEARLRIVKTLEDIDLGPTEKCVRVNSVSSGLAEEDLETLLQSRVLPSSLMLPKVESPEEIQWFADKFSFHLKGRKLEQPMNLIPFVETAMGLLNFKAVCEETLKVGPQVGLFLDAVVFGGEDFRASIGATSSKETLDILYARQKIVVIAKAFGLQAIDLVYIDFRDGAGLLRQSREGAAMGFTGKQVIHPNQIAVVQEQFSPSPEKIKWAEELIAA.... (6) The protein sequence of the target gene is MGTRDDVPEAKVLVPVAVYCGSIPRTSAGPRVLPPGSINSSLPHGEGSLQPEPRALLNNEEPSQLLRGLGQLGGLKLDTPSKGWQARNGHPRNLRALSLGDQPLVLLPSPESEANSVARDTIQIKDKLKKRRLSEGLAASSRASLDPGGGPQGVPLHSTIPRATSQRLLRVPRPMPLIQSIPTTPEASGVKEKGLDLPGSIPGPHELRPGAQEAQISWQYLHCNDEKMQKSLGAIVIPPIPKARTVAATPSRVPGSLPSPLPPGQGVLTGLRAPRTRLARGSGPREKTPASLEPKPLASP.... The miRNA is hsa-miR-4457 with sequence UCACAAGGUAUUGACUGGCGUA. Result: 1 (interaction). (7) The miRNA is hsa-miR-664a-3p with sequence UAUUCAUUUAUCCCCAGCCUACA. The protein sequence of the target gene is MAAQAAAAAQAAAAQAAQAEAADSWYLALLGFAEHFRTSSPPKIRLCVHCLQAVFPFKPPQRIEARTHLQLGSVLYHHTKNSEQARSHLEKAWLISQQIPQFEDVKFEAASLLSELYCQENSVDAAKPLLRKAIQISQQTPYWHCRLLFQLAQLHTLEKDLVSACDLLGVGAEYARVVGSEYTRALFLLSKGMLLLMERKLQEVHPLLTLCGQIVENWQGNPIQKESLRVFFLVLQVTHYLDAGQVKSVKPCLKQLQQCIQTISTLHDDEILPSNPADLFHWLPKEHMCVLVYLVTVMHS.... Result: 0 (no interaction).